This data is from Full USPTO retrosynthesis dataset with 1.9M reactions from patents (1976-2016). The task is: Predict the reactants needed to synthesize the given product. (1) Given the product [F:38][C:37]([F:40])([F:39])[S:34]([O:24][C:20]1[CH:21]=[CH:22][CH:23]=[C:18]([C@:12]2([OH:25])[C:13]3[N:14]([CH:15]=[N:16][CH:17]=3)[C@@H:10]([C:9]3[CH:8]=[CH:7][C:4]([C:5]#[N:6])=[CH:3][C:2]=3[F:1])[CH2:11]2)[CH:19]=1)(=[O:36])=[O:35], predict the reactants needed to synthesize it. The reactants are: [F:1][C:2]1[CH:3]=[C:4]([CH:7]=[CH:8][C:9]=1[C@@H:10]1[N:14]2[CH:15]=[N:16][CH:17]=[C:13]2[C@@:12]([OH:25])([C:18]2[CH:23]=[CH:22][CH:21]=[C:20]([OH:24])[CH:19]=2)[CH2:11]1)[C:5]#[N:6].C(N(CC)CC)C.N(C1C=CC=CC=1)([S:34]([C:37]([F:40])([F:39])[F:38])(=[O:36])=[O:35])[S:34]([C:37]([F:40])([F:39])[F:38])(=[O:36])=[O:35]. (2) Given the product [CH3:1][C:2]1[N:7]=[C:6]2[S:8][C:9]3[CH2:15][CH2:14][CH2:12][CH2:11][C:10]=3[C:5]2=[C:4]([C:16]2[CH:21]=[CH:20][CH:19]=[C:18]([Cl:22])[CH:17]=2)[C:3]=1[CH:23]([CH2:28][CH2:29][CH3:30])[C:24]([OH:26])=[O:25], predict the reactants needed to synthesize it. The reactants are: [CH3:1][C:2]1[N:7]=[C:6]2[S:8][C:9]3[CH:15]=[CH:14]C=[CH:12][CH2:11][C:10]=3[C:5]2=[C:4]([C:16]2[CH:21]=[CH:20][CH:19]=[C:18]([Cl:22])[CH:17]=2)[C:3]=1[CH:23]([CH2:28][CH2:29][CH3:30])[C:24]([O:26]C)=[O:25].[OH-].[Na+]. (3) Given the product [CH3:8][C:5]1[CH:6]=[CH:7][C:2]([NH:19][S:16]([C:13]2[CH:14]=[CH:15][C:10]([CH3:9])=[CH:11][CH:12]=2)(=[O:17])=[O:18])=[CH:3][CH:4]=1, predict the reactants needed to synthesize it. The reactants are: I[C:2]1[CH:7]=[CH:6][C:5]([CH3:8])=[CH:4][CH:3]=1.[CH3:9][C:10]1[CH:11]=[CH:12][C:13]([S:16]([NH2:19])(=[O:18])=[O:17])=[CH:14][CH:15]=1.C([O-])([O-])=O.[K+].[K+].CN[C@@H]1CCCC[C@H]1NC.[NH4+].[Cl-]. (4) Given the product [CH2:23]1[C:24]2[C:29](=[CH:28][CH:27]=[CH:26][CH:25]=2)[CH2:30][CH2:31][N:22]1[CH2:21][C@@H:20]([OH:32])[CH2:19][NH:18][C:13](=[O:15])[C@@H:12]([O:11][C:9]1[CH:8]=[CH:7][CH:6]=[C:5]2[C:10]=1[N:1]=[CH:2][CH:3]=[CH:4]2)[CH3:17], predict the reactants needed to synthesize it. The reactants are: [N:1]1[C:10]2[C:5](=[CH:6][CH:7]=[CH:8][C:9]=2[O:11][C@@H:12]([CH3:17])[C:13]([O:15]C)=O)[CH:4]=[CH:3][CH:2]=1.[NH2:18][CH2:19][C@H:20]([OH:32])[CH2:21][N:22]1[CH2:31][CH2:30][C:29]2[C:24](=[CH:25][CH:26]=[CH:27][CH:28]=2)[CH2:23]1. (5) The reactants are: [I-].C[S+](C)(C)=O.[CH3:7]C(C)([O-])C.[K+].[CH3:13][Si:14]([CH3:50])([CH3:49])[CH2:15][CH2:16][O:17][CH2:18][N:19]([CH2:41][O:42][CH2:43][CH2:44][Si:45]([CH3:48])([CH3:47])[CH3:46])[C:20]1[N:25]2[N:26]=[CH:27][CH:28]=[C:24]2[N:23]=[C:22]([CH:29]2[CH2:34][CH2:33][C:32](=[CH:35][C:36]([O:38][CH2:39][CH3:40])=[O:37])[CH2:31][CH2:30]2)[CH:21]=1.[NH4+].[Cl-]. Given the product [CH3:46][Si:45]([CH3:48])([CH3:47])[CH2:44][CH2:43][O:42][CH2:41][N:19]([CH2:18][O:17][CH2:16][CH2:15][Si:14]([CH3:13])([CH3:49])[CH3:50])[C:20]1[N:25]2[N:26]=[CH:27][CH:28]=[C:24]2[N:23]=[C:22]([CH:29]2[CH2:34][CH2:33][C:32]3([CH:35]([C:36]([O:38][CH2:39][CH3:40])=[O:37])[CH2:7]3)[CH2:31][CH2:30]2)[CH:21]=1, predict the reactants needed to synthesize it. (6) Given the product [CH3:19][C:16]1[CH:17]=[CH:18][C:13]2[N:14]([CH:2]=[C:3]([C:5]3[CH:10]=[CH:9][C:8]([CH3:11])=[CH:7][CH:6]=3)[N:12]=2)[CH:15]=1, predict the reactants needed to synthesize it. The reactants are: Br[CH2:2][C:3]([C:5]1[CH:10]=[CH:9][C:8]([CH3:11])=[CH:7][CH:6]=1)=O.[NH2:12][C:13]1(C)[CH:18]=[CH:17][C:16]([CH3:19])=[CH:15][NH:14]1.C([O-])([O-])=O.[K+].[K+].CCOCC. (7) Given the product [F:6][C:7]1[CH:12]=[CH:11][CH:10]=[C:9]([Si:20]([CH3:22])([CH3:21])[CH3:19])[C:8]=1[F:13], predict the reactants needed to synthesize it. The reactants are: [Li]CCCC.[F:6][C:7]1[CH:12]=[CH:11][CH:10]=[CH:9][C:8]=1[F:13].O1CCCC1.[CH3:19][Si:20](Cl)([CH3:22])[CH3:21].